Task: Regression. Given two drug SMILES strings and cell line genomic features, predict the synergy score measuring deviation from expected non-interaction effect.. Dataset: NCI-60 drug combinations with 297,098 pairs across 59 cell lines Drug 2: CC1=C2C(C(=O)C3(C(CC4C(C3C(C(C2(C)C)(CC1OC(=O)C(C(C5=CC=CC=C5)NC(=O)OC(C)(C)C)O)O)OC(=O)C6=CC=CC=C6)(CO4)OC(=O)C)O)C)O. Synergy scores: CSS=33.0, Synergy_ZIP=-5.46, Synergy_Bliss=-10.5, Synergy_Loewe=-19.5, Synergy_HSA=-10.0. Drug 1: C1=NC2=C(N1)C(=S)N=C(N2)N. Cell line: RPMI-8226.